This data is from Reaction yield outcomes from USPTO patents with 853,638 reactions. The task is: Predict the reaction yield, written as a fraction of the theoretical maximum amount of product (1.0 means a 100% yield; for example, 0.34 means a 34% yield). (1) The reactants are [Br:1][C:2]1[CH:7]=[CH:6][C:5]([CH2:8][NH:9][S:10]([CH2:13][C:14]2[CH:19]=[CH:18][CH:17]=[CH:16][CH:15]=2)(=[O:12])=[O:11])=[C:4]([F:20])[CH:3]=1.[H-].[Na+].FC(F)(F)S(O[CH2:29][C:30]([F:33])([F:32])[F:31])(=O)=O.O. The catalyst is CN(C)C(=O)C.CCOC(C)=O. The product is [Br:1][C:2]1[CH:7]=[CH:6][C:5]([CH2:8][N:9]([CH2:29][C:30]([F:33])([F:32])[F:31])[S:10]([CH2:13][C:14]2[CH:15]=[CH:16][CH:17]=[CH:18][CH:19]=2)(=[O:12])=[O:11])=[C:4]([F:20])[CH:3]=1. The yield is 0.890. (2) The reactants are [Br:1][C:2]1[CH:14]=[CH:13][C:12]2[C:11]3[C:6](=[CH:7][C:8]([Br:15])=[CH:9][CH:10]=3)C[C:4]=2[CH:3]=1.[OH-].[K+].[CH3:18]I.C(O[CH2:24][CH3:25])(=O)C. The catalyst is CS(C)=O. The product is [Br:1][C:2]1[CH:3]=[CH:4][C:12]2[C:11]3[C:6](=[CH:7][C:8]([Br:15])=[CH:9][CH:10]=3)[C:24]([CH3:25])([CH3:18])[C:13]=2[CH:14]=1. The yield is 1.00.